The task is: Predict the reaction yield, written as a fraction of the theoretical maximum amount of product (1.0 means a 100% yield; for example, 0.34 means a 34% yield).. This data is from Reaction yield outcomes from USPTO patents with 853,638 reactions. (1) The reactants are C[O:2][C:3]1[CH:8]=[CH:7][C:6]([NH:9][C:10](=[O:12])[CH3:11])=[CH:5][C:4]=1[C:13]1[N:14]([CH3:18])[N:15]=[CH:16][CH:17]=1.B(Br)(Br)Br. The catalyst is ClCCCl. The product is [OH:2][C:3]1[CH:8]=[CH:7][C:6]([NH:9][C:10](=[O:12])[CH3:11])=[CH:5][C:4]=1[C:13]1[N:14]([CH3:18])[N:15]=[CH:16][CH:17]=1. The yield is 0.210. (2) The reactants are [CH3:1][O:2][C:3]1[CH:21]=[C:20](/[CH:22]=[C:23]2/[C:24](=S)[NH:25][C:26](=[O:28])[S:27]/2)[CH:19]=[CH:18][C:4]=1[O:5][C:6]1[CH:13]=[CH:12][C:9]([C:10]#[N:11])=[CH:8][C:7]=1[C:14]([F:17])([F:16])[F:15].[CH3:30][NH2:31].O1CCCC1.CO. The catalyst is O1CCCC1. The product is [CH3:1][O:2][C:3]1[CH:21]=[C:20](/[CH:22]=[C:23]2/[C:24]([NH:31][CH3:30])=[N:25][C:26](=[O:28])[S:27]/2)[CH:19]=[CH:18][C:4]=1[O:5][C:6]1[CH:13]=[CH:12][C:9]([C:10]#[N:11])=[CH:8][C:7]=1[C:14]([F:15])([F:16])[F:17]. The yield is 0.144.